This data is from Forward reaction prediction with 1.9M reactions from USPTO patents (1976-2016). The task is: Predict the product of the given reaction. (1) The product is: [Br:19][C:17]1[CH:16]=[CH:15][C:14]([O:20][CH2:21][CH:22]([CH2:23][CH3:24])[CH2:25][CH3:26])=[C:13]([CH:18]=1)[CH2:12][N:9]1[C:10]([CH3:31])=[CH:11][C:7]([O:6][CH2:5][C:4]([OH:3])=[O:27])=[N:8]1. Given the reactants C([O:3][C:4](=[O:27])[CH2:5][O:6][C:7]1[CH:11]=[CH:10][N:9]([CH2:12][C:13]2[CH:18]=[C:17]([Br:19])[CH:16]=[CH:15][C:14]=2[O:20][CH2:21][CH:22]([CH2:25][CH3:26])[CH2:23][CH3:24])[N:8]=1)C.[Li+].[OH-].O.[CH2:31]1COCC1, predict the reaction product. (2) Given the reactants CO[C:3]([C:5]1[S:34][C:8]2[N:9]=[CH:10][N:11]=[C:12]([NH:13][C:14]3[CH:19]=[CH:18][C:17]([Cl:20])=[CH:16][C:15]=3[O:21][C@H:22]3[CH2:27][CH2:26][CH2:25][N:24](C(=O)C(F)(F)F)[CH2:23]3)[C:7]=2[C:6]=1[CH3:35])=[O:4].[NH3:36], predict the reaction product. The product is: [Cl:20][C:17]1[CH:18]=[CH:19][C:14]([NH:13][C:12]2[C:7]3[C:6]([CH3:35])=[C:5]([C:3]([NH2:36])=[O:4])[S:34][C:8]=3[N:9]=[CH:10][N:11]=2)=[C:15]([O:21][C@H:22]2[CH2:27][CH2:26][CH2:25][NH:24][CH2:23]2)[CH:16]=1. (3) Given the reactants [CH:1]1([OH:9])[CH2:8][CH2:7][CH2:6][CH2:5][CH2:4][CH2:3][CH2:2]1.[C:10](Cl)(=[O:15])[O:11][CH:12]([Cl:14])[CH3:13], predict the reaction product. The product is: [C:10](=[O:15])([O:9][CH:1]1[CH2:8][CH2:7][CH2:6][CH2:5][CH2:4][CH2:3][CH2:2]1)[O:11][CH:12]([Cl:14])[CH3:13]. (4) Given the reactants [C:1]([N:4]1[CH2:9][CH2:8][N:7]([C:10]2[CH:15]=[CH:14][C:13](Br)=[CH:12][CH:11]=2)[CH2:6][CH2:5]1)(=[O:3])[CH3:2].[NH:17]1[CH:21]=[CH:20][N:19]=[CH:18]1.N1C2C(=CC=C3C=2N=CC=C3)C=CC=1.C1(C=CC(=O)C=CC2C=CC=CC=2)C=CC=CC=1.C(=O)([O-])[O-].[Cs+].[Cs+].[NH4+], predict the reaction product. The product is: [C:1]([N:4]1[CH2:9][CH2:8][N:7]([C:10]2[CH:15]=[CH:14][C:13]([N:17]3[CH:21]=[CH:20][N:19]=[CH:18]3)=[CH:12][CH:11]=2)[CH2:6][CH2:5]1)(=[O:3])[CH3:2]. (5) Given the reactants Cl.[Cl:2][C:3]1[CH:4]=[C:5]([C:8]2[O:12][N:11]=[C:10]([C@H:13]3[CH2:18][CH2:17][CH2:16][NH:15][CH2:14]3)[N:9]=2)[NH:6][CH:7]=1.[C:19](O)(=[O:26])[C:20]1[CH:25]=[CH:24][N:23]=[CH:22][CH:21]=1, predict the reaction product. The product is: [Cl:2][C:3]1[CH:4]=[C:5]([C:8]2[O:12][N:11]=[C:10]([C@H:13]3[CH2:18][CH2:17][CH2:16][N:15]([C:19]([C:20]4[CH:25]=[CH:24][N:23]=[CH:22][CH:21]=4)=[O:26])[CH2:14]3)[N:9]=2)[NH:6][CH:7]=1. (6) Given the reactants [NH2:1][C:2]1[N:7]=[C:6]([N:8]2[CH2:22][CH2:21][C:11]3([CH2:15][NH:14][C@H:13]([C:16]([O:18]CC)=[O:17])[CH2:12]3)[CH2:10][CH2:9]2)[CH:5]=[C:4]([O:23][C@H:24]([C:29]2[CH:34]=[C:33]([CH2:35][CH3:36])[CH:32]=[CH:31][C:30]=2[N:37]2[CH:41]=[CH:40][C:39]([CH3:42])=[N:38]2)[C:25]([F:28])([F:27])[F:26])[N:3]=1.[Li+].[OH-], predict the reaction product. The product is: [NH2:1][C:2]1[N:7]=[C:6]([N:8]2[CH2:22][CH2:21][C:11]3([CH2:15][NH:14][C@H:13]([C:16]([OH:18])=[O:17])[CH2:12]3)[CH2:10][CH2:9]2)[CH:5]=[C:4]([O:23][C@H:24]([C:29]2[CH:34]=[C:33]([CH2:35][CH3:36])[CH:32]=[CH:31][C:30]=2[N:37]2[CH:41]=[CH:40][C:39]([CH3:42])=[N:38]2)[C:25]([F:28])([F:27])[F:26])[N:3]=1. (7) The product is: [N:1]1[CH:6]=[CH:5][CH:4]=[N:3][C:2]=1[C@@H:7]([NH:8][S@:9]([C:11]([CH3:14])([CH3:13])[CH3:12])=[O:10])[CH2:15][CH3:16].[N:1]1[CH:6]=[CH:5][CH:4]=[N:3][C:2]=1[C@H:7]([NH:8][S@:9]([C:11]([CH3:14])([CH3:13])[CH3:12])=[O:10])[CH2:15][CH3:16]. Given the reactants [N:1]1[CH:6]=[CH:5][CH:4]=[N:3][C:2]=1[CH:7]=[N:8][S@:9]([C:11]([CH3:14])([CH3:13])[CH3:12])=[O:10].[CH2:15]([Mg]Br)[CH3:16].C(=O)([O-])O.[Na+], predict the reaction product.